From a dataset of Catalyst prediction with 721,799 reactions and 888 catalyst types from USPTO. Predict which catalyst facilitates the given reaction. (1) Reactant: [Br:1][C:2]1[C:11]2[C:6](=[C:7]([F:13])[CH:8]=[C:9]([CH3:12])[CH:10]=2)[CH2:5][CH2:4][C:3]=1[CH:14]=[CH2:15].ClC1C(=O)C(C#N)=C(C#N)C(=O)C=1Cl. Product: [Br:1][C:2]1[C:11]2[C:6](=[C:7]([F:13])[CH:8]=[C:9]([CH3:12])[CH:10]=2)[CH:5]=[CH:4][C:3]=1[CH:14]=[CH2:15]. The catalyst class is: 26. (2) Reactant: C(NCC(O)=O)C(O)=O.[CH:10]1[C:19]2[C:14](=[CH:15][CH:16]=[CH:17][CH:18]=2)[CH:13]=[CH:12][CH:11]=1.[Cl:20][C:21]1[CH:28]=[CH:27][C:24]([CH:25]=[CH2:26])=[CH:23][CH:22]=1.[Cl:29]C1C=CC=CC=1C=C.ClC1C=C(C=CC=1)C=C. Product: [Cl:20][C:21]1[CH:28]=[CH:27][C:24]([CH:25]=[CH2:26])=[CH:23][CH:22]=1.[Cl:29][C:17]1[CH:18]=[C:19]2[C:14]([CH:13]=[CH:12][CH:11]=[CH:10]2)=[CH:15][CH:16]=1. The catalyst class is: 45. (3) The catalyst class is: 17. Reactant: [NH:1]1[C:10]2[C:5](=[CH:6][CH:7]=[CH:8][CH:9]=2)[NH:4][CH2:3][CH2:2]1.[CH3:11][O:12][C:13]1[CH:14]=[C:15]([CH:19]=[CH:20][C:21]=1[O:22][CH3:23])[C:16](Cl)=[O:17]. Product: [CH3:11][O:12][C:13]1[CH:14]=[C:15]([CH:19]=[CH:20][C:21]=1[O:22][CH3:23])[C:16]([N:1]1[C:10]2[C:5](=[CH:6][CH:7]=[CH:8][CH:9]=2)[NH:4][CH2:3][CH2:2]1)=[O:17]. (4) Reactant: [CH2:1]([O:8][C:9]([N:11]1[CH2:16][CH2:15][CH:14]([C:17]([OH:19])=O)[CH2:13][CH2:12]1)=[O:10])[C:2]1[CH:7]=[CH:6][CH:5]=[CH:4][CH:3]=1.C(N1C=CN=C1)(N1C=CN=C1)=O.Cl.[CH3:33][O:34][NH:35][CH3:36].Cl. Product: [CH2:1]([O:8][C:9]([N:11]1[CH2:12][CH2:13][CH:14]([C:17](=[O:19])[N:35]([O:34][CH3:33])[CH3:36])[CH2:15][CH2:16]1)=[O:10])[C:2]1[CH:3]=[CH:4][CH:5]=[CH:6][CH:7]=1. The catalyst class is: 3. (5) Reactant: C[O:2][C:3](=[O:47])[CH2:4][C:5]1[CH:42]=[C:41]([C:43]([F:46])([F:45])[F:44])[CH:40]=[CH:39][C:6]=1[CH2:7][CH2:8][C:9]1[C:14]([C:15]([F:18])([F:17])[F:16])=[CH:13][N:12]=[C:11]([NH:19][C:20]2[CH:25]=[CH:24][C:23]([CH:26]3[CH2:31][CH2:30][N:29]([C:32]([O:34][C:35]([CH3:38])([CH3:37])[CH3:36])=[O:33])[CH2:28][CH2:27]3)=[CH:22][CH:21]=2)[N:10]=1.O[Li].O.O.C1COCC1. Product: [C:35]([O:34][C:32]([N:29]1[CH2:28][CH2:27][CH:26]([C:23]2[CH:22]=[CH:21][C:20]([NH:19][C:11]3[N:10]=[C:9]([CH2:8][CH2:7][C:6]4[CH:39]=[CH:40][C:41]([C:43]([F:44])([F:46])[F:45])=[CH:42][C:5]=4[CH2:4][C:3]([OH:47])=[O:2])[C:14]([C:15]([F:16])([F:18])[F:17])=[CH:13][N:12]=3)=[CH:25][CH:24]=2)[CH2:31][CH2:30]1)=[O:33])([CH3:38])([CH3:36])[CH3:37]. The catalyst class is: 5. (6) Reactant: [C:1]1([C:7]2[CH:16]=[C:15]3[C:10]([C:11]([OH:17])=[CH:12][CH:13]=[N:14]3)=[CH:9][CH:8]=2)[CH:6]=[CH:5][CH:4]=[CH:3][CH:2]=1.[N+:18]([O-])([OH:20])=[O:19]. Product: [N+:18]([C:12]1[CH:13]=[N:14][C:15]2[C:10]([C:11]=1[OH:17])=[CH:9][CH:8]=[C:7]([C:1]1[CH:2]=[CH:3][CH:4]=[CH:5][CH:6]=1)[CH:16]=2)([O-:20])=[O:19]. The catalyst class is: 796. (7) Reactant: [F:1][C:2]([F:13])([F:12])[C:3]1[CH:11]=[CH:10][C:6]([C:7](Cl)=[O:8])=[CH:5][CH:4]=1.C(N(CC)CC)C.[F:21][C:22]([F:26])([F:25])[CH2:23][NH2:24]. Product: [F:21][C:22]([F:26])([F:25])[CH2:23][NH:24][C:7](=[O:8])[C:6]1[CH:10]=[CH:11][C:3]([C:2]([F:13])([F:12])[F:1])=[CH:4][CH:5]=1. The catalyst class is: 2. (8) Reactant: [Cl:1][C:2]1[N:7]=[C:6]([CH2:8][C:9]([C:11]2[CH:12]=[C:13]([NH:17][C:18](=[O:27])[C:19]3[C:24]([F:25])=[CH:23][CH:22]=[CH:21][C:20]=3[F:26])[CH:14]=[CH:15][CH:16]=2)=O)[CH:5]=[CH:4][N:3]=1.[CH3:28][C:29]([CH3:38])([CH3:37])[C:30]([O:32][CH2:33][C:34]([NH2:36])=[S:35])=[O:31]. Product: [CH3:28][C:29]([CH3:38])([CH3:37])[C:30]([O:32][CH2:33][C:34]1[S:35][C:8]([C:6]2[CH:5]=[CH:4][N:3]=[C:2]([Cl:1])[N:7]=2)=[C:9]([C:11]2[CH:16]=[CH:15][CH:14]=[C:13]([NH:17][C:18]([C:19]3[C:24]([F:25])=[CH:23][CH:22]=[CH:21][C:20]=3[F:26])=[O:27])[CH:12]=2)[N:36]=1)=[O:31]. The catalyst class is: 25. (9) Reactant: [Cl:1][C:2]1[N:7]=[CH:6][C:5]([OH:8])=[C:4]([I:9])[CH:3]=1.C(=O)([O-])[O-].[K+].[K+].I[CH2:17][CH3:18]. Product: [Cl:1][C:2]1[CH:3]=[C:4]([I:9])[C:5]([O:8][CH2:17][CH3:18])=[CH:6][N:7]=1. The catalyst class is: 3. (10) Reactant: [C:1]([C:4]1[CH:9]=[CH:8][CH:7]=[C:6]([C:10](=O)[CH3:11])[N:5]=1)(=O)[CH3:2].[NH2:13][N:14]1[CH:18]=[CH:17][CH:16]=[CH:15]1. Product: [N:14]1([N:13]=[C:1]([C:4]2[CH:9]=[CH:8][CH:7]=[C:6]([C:10](=[N:13][N:14]3[CH:18]=[CH:17][CH:16]=[CH:15]3)[CH3:11])[N:5]=2)[CH3:2])[CH:18]=[CH:17][CH:16]=[CH:15]1. The catalyst class is: 11.